This data is from Forward reaction prediction with 1.9M reactions from USPTO patents (1976-2016). The task is: Predict the product of the given reaction. (1) Given the reactants [C:1]1(B(O)O)[CH:6]=[CH:5][CH:4]=[CH:3][CH:2]=1.[CH3:10][N:11]([C:20]1[CH:25]=[CH:24][C:23]([NH:26][C:27]([NH:29][C:30]2[CH:35]=[CH:34][CH:33]=[CH:32][CH:31]=2)=[O:28])=[CH:22][CH:21]=1)[S:12]([C:15]1[CH:16]=[N:17][NH:18][CH:19]=1)(=[O:14])=[O:13], predict the reaction product. The product is: [CH3:10][N:11]([C:20]1[CH:21]=[CH:22][C:23]([NH:26][C:27]([NH:29][C:30]2[CH:35]=[CH:34][CH:33]=[CH:32][CH:31]=2)=[O:28])=[CH:24][CH:25]=1)[S:12]([C:15]1[CH:19]=[N:18][N:17]([C:1]2[CH:6]=[CH:5][CH:4]=[CH:3][CH:2]=2)[CH:16]=1)(=[O:13])=[O:14]. (2) Given the reactants [N:1]1[CH:6]=[CH:5][CH:4]=[CH:3][C:2]=1[CH2:7][N:8]1[C:16]2[C:11](=[CH:12][C:13]([OH:17])=[CH:14][CH:15]=2)[C:10]([CH3:19])([CH3:18])[CH2:9]1.[CH3:20][O:21][C:22]1[CH:27]=[CH:26][C:25]([N:28]=[C:29]=[O:30])=[CH:24][CH:23]=1, predict the reaction product. The product is: [CH3:20][O:21][C:22]1[CH:27]=[CH:26][C:25]([NH:28][C:29](=[O:30])[O:17][C:13]2[CH:12]=[C:11]3[C:16](=[CH:15][CH:14]=2)[N:8]([CH2:7][C:2]2[CH:3]=[CH:4][CH:5]=[CH:6][N:1]=2)[CH2:9][C:10]3([CH3:19])[CH3:18])=[CH:24][CH:23]=1. (3) Given the reactants [C:1]([N:4]1[C:13]2[C:8](=[CH:9][C:10]([C:14](Cl)=[O:15])=[CH:11][CH:12]=2)[C@H:7](NC(=O)OCC2C=CC=CC=2)[C@@H:6]([CH3:28])[C@@H:5]1[CH:29]1[CH2:31][CH2:30]1)(=[O:3])[CH3:2].C[NH2:33].C1COCC1.CC[N:41]([CH:45](C)C)C(C)C, predict the reaction product. The product is: [C:1]([N:4]1[C:13]2[C:8](=[CH:9][C:10]([C:14]([NH:41][CH3:45])=[O:15])=[CH:11][CH:12]=2)[CH:7]([NH2:33])[CH:6]([CH3:28])[CH:5]1[CH:29]1[CH2:31][CH2:30]1)(=[O:3])[CH3:2]. (4) Given the reactants [NH2:1][N:2]1[C:11](=[O:12])[C:10]2[C:5](=[CH:6][C:7]([NH:14][CH:15]3[CH2:20][CH2:19][CH2:18][CH2:17][CH2:16]3)=[C:8]([F:13])[CH:9]=2)[N:4]([CH:21]2[CH2:25][CH2:24][CH2:23][CH2:22]2)[C:3]1=[O:26].Cl[C:28](=[O:36])[CH2:29][CH2:30][C:31]([O:33][CH2:34][CH3:35])=[O:32], predict the reaction product. The product is: [CH:15]1([NH:14][C:7]2[CH:6]=[C:5]3[C:10]([C:11](=[O:12])[N:2]([NH:1][C:28](=[O:36])[CH2:29][CH2:30][C:31]([O:33][CH2:34][CH3:35])=[O:32])[C:3](=[O:26])[N:4]3[CH:21]3[CH2:22][CH2:23][CH2:24][CH2:25]3)=[CH:9][C:8]=2[F:13])[CH2:20][CH2:19][CH2:18][CH2:17][CH2:16]1.